Task: Predict the reaction yield, written as a fraction of the theoretical maximum amount of product (1.0 means a 100% yield; for example, 0.34 means a 34% yield).. Dataset: Reaction yield outcomes from USPTO patents with 853,638 reactions (1) The reactants are [NH2:1][C:2]1[CH:3]=[C:4]([C:9]([F:12])([F:11])[F:10])[CH:5]=[C:6](Br)[CH:7]=1.CC1C=CC=CC=1P(C1C=CC=CC=1C)C1C=CC=CC=1C.C(N(CC)CC)C.[CH:42]([N:44]1[C:48](=[O:49])[C:47]2=[CH:50][CH:51]=[CH:52][CH:53]=[C:46]2[C:45]1=[O:54])=[CH2:43]. The catalyst is C(#N)C.CC([O-])=O.CC([O-])=O.[Pd+2]. The product is [NH2:1][C:2]1[CH:7]=[C:6](/[CH:43]=[CH:42]/[N:44]2[C:45](=[O:54])[C:46]3[C:47](=[CH:50][CH:51]=[CH:52][CH:53]=3)[C:48]2=[O:49])[CH:5]=[C:4]([C:9]([F:12])([F:11])[F:10])[CH:3]=1. The yield is 0.730. (2) The reactants are [NH2:1][C:2]1[N:3]([CH3:30])[C:4](=[O:29])[C:5]([C:20]2[CH:21]=[C:22]([CH:27]=[O:28])[N:23]([CH2:25][CH3:26])[CH:24]=2)([C:7]2[CH:12]=[CH:11][CH:10]=[C:9]([C:13]3[C:14]([F:19])=[N:15][CH:16]=[CH:17][CH:18]=3)[CH:8]=2)[N:6]=1.[CH3:31][CH2:32][Mg+].[Br-].[Cl-].[NH4+]. The catalyst is C1COCC1.ClCCl. The product is [NH2:1][C:2]1[N:3]([CH3:30])[C:4](=[O:29])[C:5]([C:20]2[CH:21]=[C:22]([CH:27]([OH:28])[CH2:31][CH3:32])[N:23]([CH2:25][CH3:26])[CH:24]=2)([C:7]2[CH:12]=[CH:11][CH:10]=[C:9]([C:13]3[C:14]([F:19])=[N:15][CH:16]=[CH:17][CH:18]=3)[CH:8]=2)[N:6]=1. The yield is 0.460. (3) The reactants are [C:1]12([C:11]3[CH:12]=[C:13]([CH:16]=[CH:17][C:18]=3[OH:19])[CH:14]=[O:15])[CH2:10][CH:5]3[CH2:6][CH:7]([CH2:9][CH:3]([CH2:4]3)[CH2:2]1)[CH2:8]2.C([O-])([O-])=O.[K+].[K+].Br[CH:27]([CH3:29])[CH3:28]. The catalyst is CN(C=O)C.CCOC(C)=O. The product is [C:1]12([C:11]3[CH:12]=[C:13]([CH:16]=[CH:17][C:18]=3[O:19][CH:27]([CH3:29])[CH3:28])[CH:14]=[O:15])[CH2:2][CH:3]3[CH2:9][CH:7]([CH2:6][CH:5]([CH2:4]3)[CH2:10]1)[CH2:8]2. The yield is 0.860. (4) The reactants are [Cl:1][C:2]1[N:7]=[C:6]([C:8]([O:10][CH2:11][CH3:12])=[O:9])[C:5](F)=[CH:4][N:3]=1.[O:14]1[CH2:17][CH:16]([CH2:18][NH2:19])[CH2:15]1. No catalyst specified. The product is [Cl:1][C:2]1[N:7]=[C:6]([C:8]([O:10][CH2:11][CH3:12])=[O:9])[C:5]([NH:19][CH2:18][CH:16]2[CH2:17][O:14][CH2:15]2)=[CH:4][N:3]=1. The yield is 0.250. (5) The reactants are [CH3:1][C:2](=[O:7])[CH2:3][C:4](=[O:6])[CH3:5].[B]=O.[O:10]1[CH2:15][CH2:14][N:13]([CH2:16][CH2:17][O:18][C:19]2[CH:26]=[CH:25][C:22]([CH:23]=O)=[CH:21][CH:20]=2)[CH2:12][CH2:11]1.[CH2:27](N)[CH2:28][CH2:29][CH3:30].[C:32]([O-:35])([O-])=O.[K+].[K+]. The catalyst is CCOC(C)=O.B(OCCCC)(OCCCC)OCCCC.C1COCC1. The product is [O:10]1[CH2:15][CH2:14][N:13]([CH2:16][CH2:17][O:18][C:19]2[CH:26]=[CH:25][C:22](/[CH:23]=[CH:1]/[C:2](=[O:7])[CH2:3][C:4](=[O:6])/[CH:5]=[CH:30]/[C:29]3[CH:21]=[CH:20][C:19]([O:18][CH2:17][CH2:16][N:13]4[CH2:14][CH2:32][O:35][CH2:11][CH2:12]4)=[CH:27][CH:28]=3)=[CH:21][CH:20]=2)[CH2:12][CH2:11]1. The yield is 0.240. (6) The reactants are [N:1]([O-])=O.[Na+].[Cl:5][C:6]1[CH:7]=[C:8]([CH:10]=[CH:11][CH:12]=1)[NH2:9].S([NH:23][N:24]=[CH:25][CH:26]=[CH:27][C:28]1[CH:33]=[CH:32][CH:31]=[CH:30][CH:29]=1)(C1C=CC(C)=CC=1)(=O)=O. The catalyst is O.Cl.C(O)C.N1C=CC=CC=1. The product is [Cl:5][C:6]1[CH:7]=[C:8]([N:9]2[N:23]=[N:24][C:25]([CH:26]=[CH:27][C:28]3[CH:33]=[CH:32][CH:31]=[CH:30][CH:29]=3)=[N:1]2)[CH:10]=[CH:11][CH:12]=1. The yield is 0.190. (7) The reactants are [Cl:1][CH2:2][CH2:3][C:4]([C:6]1[CH:11]=[CH:10][CH:9]=[CH:8][CH:7]=1)=[O:5].[NH4+].[Cl-].I[CH2:15][C:16]([CH3:18])=[CH2:17]. The catalyst is C1COCC1.[Zn]. The product is [Cl:1][CH2:2][CH2:3][C:4]([C:6]1[CH:11]=[CH:10][CH:9]=[CH:8][CH:7]=1)([OH:5])[CH2:17][C:16]([CH3:18])=[CH2:15]. The yield is 0.760. (8) The reactants are C(OC(=O)[NH:7][C:8]1([C:11]([N:13]2[CH2:16][CH:15]([C:17]3[CH:38]=[CH:37][C:20]4[C:21]5[N:22]=[C:23]([C:29]6[N:30]([CH:34]([CH3:36])[CH3:35])[N:31]=[CH:32][N:33]=6)[S:24][C:25]=5[CH2:26][CH2:27][O:28][C:19]=4[CH:18]=3)[CH2:14]2)=[O:12])[CH2:10][CH2:9]1)(C)(C)C.Cl.O1CCOCC1. The catalyst is CO. The product is [NH2:7][C:8]1([C:11]([N:13]2[CH2:16][CH:15]([C:17]3[CH:38]=[CH:37][C:20]4[C:21]5[N:22]=[C:23]([C:29]6[N:30]([CH:34]([CH3:36])[CH3:35])[N:31]=[CH:32][N:33]=6)[S:24][C:25]=5[CH2:26][CH2:27][O:28][C:19]=4[CH:18]=3)[CH2:14]2)=[O:12])[CH2:9][CH2:10]1. The yield is 0.590. (9) The reactants are [CH:1]1([C:7]2[S:8][C:9]3[C:15]([O:16]C)=[CH:14][CH:13]=[C:12]([O:18]C)[C:10]=3[N:11]=2)[CH2:6][CH2:5][CH2:4][CH2:3][CH2:2]1.[Ce+4].[N+]([O-])([O-])=O.[NH4+]. The catalyst is C(#N)C.O. The product is [CH:1]1([C:7]2[S:8][C:9]3[C:15](=[O:16])[CH:14]=[CH:13][C:12](=[O:18])[C:10]=3[N:11]=2)[CH2:2][CH2:3][CH2:4][CH2:5][CH2:6]1. The yield is 0.880. (10) The reactants are C(OC(N[C@@H](C(C)C)C(O)=O)=O)(C)(C)C.C(OC(NC(C(C)(C)C)C(O)=O)=O)(C)(C)C.[NH2:32][C@H:33]1[C:41]2[C:36](=[CH:37][CH:38]=[CH:39][CH:40]=2)[CH2:35][C@H:34]1[OH:42].C(OC(=O)NC(C(=O)NC1C2C(=CC=CC=2)CC1O)C(C)(C)C)(C)(C)C.ClNC(=O)[O-].C([O:76][C:77]([C:79]1([NH:84][C:85]([CH:87]2[CH2:91][CH:90]([O:92][C:93]3[C:102]4[C:97](=[CH:98][C:99]([O:103][CH3:104])=[CH:100][CH:101]=4)[N:96]=[C:95]([C:105]4[CH:110]=[CH:109][CH:108]=[CH:107][CH:106]=4)[CH:94]=3)[CH2:89][N:88]2[C:111](=[O:131])[NH:112][CH:113]([C:118](=[O:130])NC2C3C(=CC=CC=3)CC2O)[C:114](C)([CH3:116])[CH3:115])=[O:86])[CH2:81][CH:80]1[CH:82]=[CH2:83])=[O:78])C. No catalyst specified. The product is [OH:42][C@@H:34]1[CH2:35][C:36]2[C:41](=[CH:40][CH:39]=[CH:38][CH:37]=2)[C@@H:33]1[NH:32][C:118]([C@@H:113]([NH:112][C:111]([N:88]1[CH2:89][C@H:90]([O:92][C:93]2[C:102]3[C:97](=[CH:98][C:99]([O:103][CH3:104])=[CH:100][CH:101]=3)[N:96]=[C:95]([C:105]3[CH:106]=[CH:107][CH:108]=[CH:109][CH:110]=3)[CH:94]=2)[CH2:91][C@H:87]1[C:85]([NH:84][C@:79]1([C:77]([OH:78])=[O:76])[CH2:81][C@H:80]1[CH:82]=[CH2:83])=[O:86])=[O:131])[CH:114]([CH3:116])[CH3:115])=[O:130]. The yield is 0.220.